From a dataset of Reaction yield outcomes from USPTO patents with 853,638 reactions. Predict the reaction yield, written as a fraction of the theoretical maximum amount of product (1.0 means a 100% yield; for example, 0.34 means a 34% yield). (1) The catalyst is CN(C)C=O. The product is [O:26]=[C:25]1[NH:29][C:30]2[CH:38]=[CH:37][C:33]([C:34]([N:3]3[CH2:4][C:5]4([CH2:9][CH2:8][N:7]([C:10]([O:12][CH2:13][C:14]5[CH:15]=[C:16]([Cl:21])[CH:17]=[C:18]([Cl:20])[CH:19]=5)=[O:11])[CH2:6]4)[CH2:2]3)=[O:36])=[CH:32][C:31]=2[O:39]1. The reactants are Cl.[CH2:2]1[C:5]2([CH2:9][CH2:8][N:7]([C:10]([O:12][CH2:13][C:14]3[CH:19]=[C:18]([Cl:20])[CH:17]=[C:16]([Cl:21])[CH:15]=3)=[O:11])[CH2:6]2)[CH2:4][NH:3]1.CN1CC[O:26][CH2:25]C1.[NH2:29][C:30]1[CH:38]=[CH:37][C:33]([C:34]([OH:36])=O)=[CH:32][C:31]=1[OH:39].F[P-](F)(F)(F)(F)F.N1(OC(N(C)C)=[N+](C)C)C2N=CC=CC=2N=N1.C(N1C=CN=C1)(N1C=CN=C1)=O. The yield is 0.520. (2) The reactants are [C:1]([OH:9])(=O)[C:2]1[CH:7]=[CH:6][CH:5]=[N:4][CH:3]=1.C1C=CC2N(O)N=NC=2C=1.CCN=C=NCCCN(C)C.CCN(CC)CC.[CH3:38][O:39][C:40]1[CH:49]=[C:48]([O:50][CH3:51])[CH:47]=[C:46]2[C:41]=1[C:42](=[O:64])[NH:43][C:44]([C:52]1[CH:57]=[CH:56][C:55]([N:58]3[CH2:63][CH2:62][NH:61][CH2:60][CH2:59]3)=[CH:54][CH:53]=1)=[N:45]2. The catalyst is C1COCC1. The product is [CH3:38][O:39][C:40]1[CH:49]=[C:48]([O:50][CH3:51])[CH:47]=[C:46]2[C:41]=1[C:42](=[O:64])[NH:43][C:44]([C:52]1[CH:57]=[CH:56][C:55]([N:58]3[CH2:59][CH2:60][N:61]([C:1](=[O:9])[C:2]4[CH:7]=[CH:6][CH:5]=[N:4][CH:3]=4)[CH2:62][CH2:63]3)=[CH:54][CH:53]=1)=[N:45]2. The yield is 0.190. (3) The reactants are C[Sn](C)(C)[C:3]1[CH:4]=[N:5][CH:6]=[CH:7][CH:8]=1.[Br:11][C:12]1[N:13]=[CH:14][N:15]([CH2:18][O:19][CH2:20][CH2:21][Si:22]([CH3:25])([CH3:24])[CH3:23])[C:16]=1Br. The catalyst is C1(C)C=CC=CC=1.C(OCC)(=O)C.C1C=CC(P(C2C=CC=CC=2)C2C=CC=CC=2)=CC=1.C1C=CC(P(C2C=CC=CC=2)C2C=CC=CC=2)=CC=1.Cl[Pd]Cl. The product is [Br:11][C:12]1[N:13]=[CH:14][N:15]([CH2:18][O:19][CH2:20][CH2:21][Si:22]([CH3:25])([CH3:24])[CH3:23])[C:16]=1[C:3]1[CH:4]=[N:5][CH:6]=[CH:7][CH:8]=1. The yield is 0.360. (4) The reactants are [Br:1][C:2]1[C:7]([OH:8])=[CH:6][CH:5]=[CH:4][N:3]=1.I[CH2:10][CH3:11].C([O-])([O-])=O.[K+].[K+]. The catalyst is CN(C=O)C. The product is [Br:1][C:2]1[C:7]([O:8][CH2:10][CH3:11])=[CH:6][CH:5]=[CH:4][N:3]=1. The yield is 0.830.